Dataset: Catalyst prediction with 721,799 reactions and 888 catalyst types from USPTO. Task: Predict which catalyst facilitates the given reaction. Product: [ClH:1].[NH2:8][C@@H:9]1[CH2:10][CH2:11][C@H:12]([C:15]([N:16]([CH3:18])[CH3:17])=[O:19])[CH2:13][CH2:14]1. Reactant: [ClH:1].C(OC(=O)[NH:8][C@H:9]1[CH2:14][CH2:13][C@@H:12]([C:15](=[O:19])[N:16]([CH3:18])[CH3:17])[CH2:11][CH2:10]1)(C)(C)C. The catalyst class is: 5.